Dataset: Reaction yield outcomes from USPTO patents with 853,638 reactions. Task: Predict the reaction yield, written as a fraction of the theoretical maximum amount of product (1.0 means a 100% yield; for example, 0.34 means a 34% yield). (1) The reactants are [CH2:1]([O:3][C:4]([C:6]1[N:11]=[C:10]([C:12]2[CH2:13][CH2:14][N:15]([C:18]([O:20][C:21]([CH3:24])([CH3:23])[CH3:22])=[O:19])[CH2:16][CH:17]=2)[CH:9]=[CH:8][CH:7]=1)=[O:5])[CH3:2]. The catalyst is C(O)C.[Pd]. The product is [CH2:1]([O:3][C:4]([C:6]1[N:11]=[C:10]([CH:12]2[CH2:13][CH2:14][N:15]([C:18]([O:20][C:21]([CH3:22])([CH3:24])[CH3:23])=[O:19])[CH2:16][CH2:17]2)[CH:9]=[CH:8][CH:7]=1)=[O:5])[CH3:2]. The yield is 0.890. (2) The reactants are [C:1]1([CH3:10])[CH:6]=[CH:5][C:4](B(O)O)=[CH:3][CH:2]=1.Br[C:12]1[CH:13]=[N:14][CH:15]=[CH:16][CH:17]=1.C([O-])([O-])=O.[Na+].[Na+]. The catalyst is C1(C)C=CC=CC=1.O.C1C=CC([P]([Pd]([P](C2C=CC=CC=2)(C2C=CC=CC=2)C2C=CC=CC=2)([P](C2C=CC=CC=2)(C2C=CC=CC=2)C2C=CC=CC=2)[P](C2C=CC=CC=2)(C2C=CC=CC=2)C2C=CC=CC=2)(C2C=CC=CC=2)C2C=CC=CC=2)=CC=1. The product is [N:14]1[CH:15]=[CH:16][CH:17]=[C:12]([C:4]2[CH:5]=[CH:6][C:1]([CH3:10])=[CH:2][CH:3]=2)[CH:13]=1. The yield is 0.900. (3) The reactants are [Br:1][C:2]1[CH:7]=[CH:6][C:5]([N:8]2[C:12]([CH3:13])=[CH:11][C:10]([C:14]([N:16]([CH2:21][CH2:22][CH2:23][CH3:24])[CH2:17][CH2:18][CH2:19][CH3:20])=[O:15])=[N:9]2)=[C:4]([C:25]([N:27]2[C@H:36]([CH2:37][OH:38])[CH2:35][C:34]3[C:29](=[CH:30][CH:31]=[CH:32][CH:33]=3)[CH2:28]2)=[O:26])[CH:3]=1.[Si:39](Cl)([C:42]([CH3:45])([CH3:44])[CH3:43])([CH3:41])[CH3:40].N1C=CN=C1. The catalyst is C(Cl)Cl.O. The product is [Br:1][C:2]1[CH:7]=[CH:6][C:5]([N:8]2[C:12]([CH3:13])=[CH:11][C:10]([C:14]([N:16]([CH2:21][CH2:22][CH2:23][CH3:24])[CH2:17][CH2:18][CH2:19][CH3:20])=[O:15])=[N:9]2)=[C:4]([C:25]([N:27]2[C@H:36]([CH2:37][O:38][Si:39]([C:42]([CH3:45])([CH3:44])[CH3:43])([CH3:41])[CH3:40])[CH2:35][C:34]3[C:29](=[CH:30][CH:31]=[CH:32][CH:33]=3)[CH2:28]2)=[O:26])[CH:3]=1. The yield is 0.830. (4) The reactants are Br[C:2]1[CH:11]=[CH:10][C:5]([C:6]([O:8]C)=O)=[CH:4][C:3]=1[C:12]#[N:13].[C:14]([O-])(=O)[CH3:15].[K+].CC1(C)C(C)(C)OB(B2O[C:30]([CH3:33])(C)[C:29]([CH3:35])([CH3:34])O2)O1.[C:37]1(P(C2C=CC=CC=2)C2C=CC=CC=2)C=CC[CH:38]=1.C1(P(C2C=CC=CC=2)C2C=CC=CC=2)C=CC=CC=1.C(=O)([O-])[O-].[Na+].[Na+].Br[C:81]1[N:82]=[C:83]([C:88]2[S:89]C(C3C=CC=CC=3)=[N:91][N:92]=2)[C:84]([NH2:87])=[N:85][CH:86]=1.[NH:99]1[CH2:105]CC[NH:102][CH2:101][CH2:100]1.CN(C(ON1N=NC2C=CC=CC1=2)=[N+](C)C)C.[B-](F)(F)(F)F. The catalyst is O1CCOCC1.C(OCC)(=O)C.Cl[Pd]Cl.[Fe].[Pd].ClCCl. The product is [NH2:87][C:84]1[N:85]=[CH:86][C:81]([C:2]2[CH:11]=[CH:10][C:5]([C:6]([N:102]3[CH2:15][CH2:14][CH2:105][NH:99][CH2:100][CH2:101]3)=[O:8])=[CH:4][C:3]=2[C:12]#[N:13])=[N:82][C:83]=1[C:88]1[S:89][C:35]([C:29]2[CH:30]=[CH:33][CH:38]=[CH:37][CH:34]=2)=[N:91][N:92]=1. The yield is 0.250. (5) The reactants are [F:1][C:2]([F:7])([F:6])[C:3]([OH:5])=[O:4].FC(F)(F)C(O)=O.[Cl:15][C:16]1[CH:17]=[N:18][C:19]2[NH:20][C:21]3[CH:22]=[CH:23][CH:24]=[C:25]([CH:47]=3)[CH2:26][CH2:27][C:28]3[CH:36]=[C:32]([NH:33][C:34]=1[N:35]=2)[CH:31]=[CH:30][C:29]=3[NH:37][C:38](=[O:46])[CH2:39][C@H:40]1[CH2:45][CH2:44][CH2:43][NH:42][CH2:41]1.[C:48](Cl)(=[O:55])[C:49]1[CH:54]=[CH:53][CH:52]=[CH:51][CH:50]=1. No catalyst specified. The product is [F:1][C:2]([F:7])([F:6])[C:3]([OH:5])=[O:4].[C:48]([N:42]1[CH2:43][CH2:44][CH2:45][C@H:40]([CH2:39][C:38]([NH:37][C:29]2[CH:30]=[CH:31][C:32]3[NH:33][C:34]4[N:35]=[C:19]([NH:20][C:21]5[CH:22]=[CH:23][CH:24]=[C:25]([CH:47]=5)[CH2:26][CH2:27][C:28]=2[CH:36]=3)[N:18]=[CH:17][C:16]=4[Cl:15])=[O:46])[CH2:41]1)(=[O:55])[C:49]1[CH:54]=[CH:53][CH:52]=[CH:51][CH:50]=1. The yield is 0.710.